Dataset: Reaction yield outcomes from USPTO patents with 853,638 reactions. Task: Predict the reaction yield, written as a fraction of the theoretical maximum amount of product (1.0 means a 100% yield; for example, 0.34 means a 34% yield). The reactants are C([O:8][C:9]1[C:27]([Cl:28])=[CH:26][C:12]([C:13]([NH:15][C:16]2[CH:25]=[CH:24][C:19]([C:20]([O:22][CH3:23])=[O:21])=[CH:18][CH:17]=2)=[O:14])=[CH:11][C:10]=1[Cl:29])C1C=CC=CC=1.B(Cl)(Cl)Cl. The catalyst is C(Cl)Cl. The product is [Cl:28][C:27]1[CH:26]=[C:12]([CH:11]=[C:10]([Cl:29])[C:9]=1[OH:8])[C:13]([NH:15][C:16]1[CH:17]=[CH:18][C:19]([C:20]([O:22][CH3:23])=[O:21])=[CH:24][CH:25]=1)=[O:14]. The yield is 0.840.